Dataset: Full USPTO retrosynthesis dataset with 1.9M reactions from patents (1976-2016). Task: Predict the reactants needed to synthesize the given product. (1) Given the product [F:82][C:79]1[CH:78]=[CH:77][C:76]([CH:50]([C:47]2[CH:48]=[CH:49][C:44]([F:43])=[CH:45][CH:46]=2)[N:51]2[CH2:56][CH2:55][CH:54]([CH2:57][O:58][C:59]3[C:71]([CH:72]4[CH2:74][CH2:73]4)=[CH:70][C:62]([C:63]([OH:65])=[O:64])=[C:61]([F:75])[CH:60]=3)[CH2:53][CH2:52]2)=[CH:81][CH:80]=1, predict the reactants needed to synthesize it. The reactants are: C(OC1(C)CCC2C(C)(C)C2(C2C(F)=CC(OCC3(F)CCN(C(OC(C)(C)C)=O)CC3)=C(C3CC3)C=2)C1=O)(C)(C)C.[F:43][C:44]1[CH:49]=[CH:48][C:47]([CH:50]([C:76]2[CH:81]=[CH:80][C:79]([F:82])=[CH:78][CH:77]=2)[N:51]2[CH2:56][CH2:55][CH:54]([CH2:57][O:58][C:59]3[C:71]([CH:72]4[CH2:74][CH2:73]4)=[CH:70][C:62]([C:63]([O:65]C(C)(C)C)=[O:64])=[C:61]([F:75])[CH:60]=3)[CH2:53][CH2:52]2)=[CH:46][CH:45]=1. (2) Given the product [OH:9][NH:8][C:6]([C:5]1[CH:10]=[N:15][CH:14]=[CH:13][N:12]=1)=[NH:7], predict the reactants needed to synthesize it. The reactants are: ClC1C=[CH:10][C:5]([C:6]([NH:8][OH:9])=[NH:7])=CC=1.[N:12]1C=C[N:15]=[CH:14][C:13]=1C#N.Cl.NO.C(=O)([O-])[O-].[Na+].[Na+].